Dataset: Forward reaction prediction with 1.9M reactions from USPTO patents (1976-2016). Task: Predict the product of the given reaction. Given the reactants F[C:2]1[C:3]([CH3:22])=[N:4][C:5]2[C:10]([N:11]=1)=[C:9]([C:12]1[NH:20][C:19]3[CH2:18][CH2:17][NH:16][C:15](=[O:21])[C:14]=3[CH:13]=1)[CH:8]=[CH:7][CH:6]=2.[CH3:23][C:24]([SH:27])([CH3:26])[CH3:25], predict the reaction product. The product is: [C:24]([S:27][C:2]1[C:3]([CH3:22])=[N:4][C:5]2[C:10]([N:11]=1)=[C:9]([C:12]1[NH:20][C:19]3[CH2:18][CH2:17][NH:16][C:15](=[O:21])[C:14]=3[CH:13]=1)[CH:8]=[CH:7][CH:6]=2)([CH3:26])([CH3:25])[CH3:23].